From a dataset of Peptide-MHC class II binding affinity with 134,281 pairs from IEDB. Regression. Given a peptide amino acid sequence and an MHC pseudo amino acid sequence, predict their binding affinity value. This is MHC class II binding data. The peptide sequence is MRSMPFLRKTRWTFL. The MHC is DRB3_0301 with pseudo-sequence DRB3_0301. The binding affinity (normalized) is 0.609.